This data is from NCI-60 drug combinations with 297,098 pairs across 59 cell lines. The task is: Regression. Given two drug SMILES strings and cell line genomic features, predict the synergy score measuring deviation from expected non-interaction effect. (1) Drug 1: CS(=O)(=O)C1=CC(=C(C=C1)C(=O)NC2=CC(=C(C=C2)Cl)C3=CC=CC=N3)Cl. Drug 2: COC1=C(C=C2C(=C1)N=CN=C2NC3=CC(=C(C=C3)F)Cl)OCCCN4CCOCC4. Cell line: SW-620. Synergy scores: CSS=4.13, Synergy_ZIP=-1.14, Synergy_Bliss=1.92, Synergy_Loewe=-1.93, Synergy_HSA=-0.564. (2) Drug 1: COC1=C(C=C2C(=C1)N=CN=C2NC3=CC(=C(C=C3)F)Cl)OCCCN4CCOCC4. Drug 2: CN(C)C1=NC(=NC(=N1)N(C)C)N(C)C. Cell line: EKVX. Synergy scores: CSS=27.7, Synergy_ZIP=-2.22, Synergy_Bliss=0.949, Synergy_Loewe=-15.0, Synergy_HSA=-0.719. (3) Drug 1: CC1=C(C=C(C=C1)NC(=O)C2=CC=C(C=C2)CN3CCN(CC3)C)NC4=NC=CC(=N4)C5=CN=CC=C5. Drug 2: CC12CCC3C(C1CCC2OP(=O)(O)O)CCC4=C3C=CC(=C4)OC(=O)N(CCCl)CCCl.[Na+]. Cell line: BT-549. Synergy scores: CSS=-9.42, Synergy_ZIP=-0.628, Synergy_Bliss=-3.52, Synergy_Loewe=-9.21, Synergy_HSA=-8.82. (4) Drug 1: C1CC(=O)NC(=O)C1N2CC3=C(C2=O)C=CC=C3N. Drug 2: CC1C(C(CC(O1)OC2CC(CC3=C2C(=C4C(=C3O)C(=O)C5=CC=CC=C5C4=O)O)(C(=O)C)O)N)O. Cell line: NCI-H322M. Synergy scores: CSS=39.8, Synergy_ZIP=-0.0235, Synergy_Bliss=2.22, Synergy_Loewe=-23.6, Synergy_HSA=1.46. (5) Drug 1: CC1OCC2C(O1)C(C(C(O2)OC3C4COC(=O)C4C(C5=CC6=C(C=C35)OCO6)C7=CC(=C(C(=C7)OC)O)OC)O)O. Drug 2: CS(=O)(=O)CCNCC1=CC=C(O1)C2=CC3=C(C=C2)N=CN=C3NC4=CC(=C(C=C4)OCC5=CC(=CC=C5)F)Cl. Cell line: CAKI-1. Synergy scores: CSS=49.9, Synergy_ZIP=-6.84, Synergy_Bliss=-1.05, Synergy_Loewe=3.57, Synergy_HSA=4.99.